The task is: Predict which catalyst facilitates the given reaction.. This data is from Catalyst prediction with 721,799 reactions and 888 catalyst types from USPTO. (1) Reactant: [Si]([O:8][C@@H:9]([CH3:35])[C@@H:10]([NH:24][C:25]1[CH:32]=[CH:31][C:28]([C:29]#[N:30])=[C:27]([Cl:33])[C:26]=1[CH3:34])[C:11]1[O:12][C:13]([C:16]2[CH:21]=[CH:20][C:19]([C:22]#[N:23])=[CH:18][CH:17]=2)=[N:14][N:15]=1)(C(C)(C)C)(C)C.C1COCC1.[F-].C([N+](CCCC)(CCCC)CCCC)CCC. Product: [Cl:33][C:27]1[C:26]([CH3:34])=[C:25]([NH:24][C@@H:10]([C:11]2[O:12][C:13]([C:16]3[CH:17]=[CH:18][C:19]([C:22]#[N:23])=[CH:20][CH:21]=3)=[N:14][N:15]=2)[C@@H:9]([OH:8])[CH3:35])[CH:32]=[CH:31][C:28]=1[C:29]#[N:30]. The catalyst class is: 25. (2) Reactant: [NH2:1][C:2]1[CH:7]=[CH:6][C:5]([O:8][C:9]([F:12])([F:11])[F:10])=[CH:4][C:3]=1[C:13]([C:15]1[CH:20]=[CH:19][C:18]([S:21]([CH3:24])(=[O:23])=[O:22])=[CH:17][CH:16]=1)=O.[F:25][C:26]([F:34])([F:33])[C:27](=[O:32])[CH2:28][C:29](=O)[CH3:30].C(O)(C)C. Product: [F:25][C:26]([F:34])([F:33])[C:27]([C:28]1[C:29]([CH3:30])=[N:1][C:2]2[C:3]([C:13]=1[C:15]1[CH:20]=[CH:19][C:18]([S:21]([CH3:24])(=[O:23])=[O:22])=[CH:17][CH:16]=1)=[CH:4][C:5]([O:8][C:9]([F:12])([F:11])[F:10])=[CH:6][CH:7]=2)=[O:32]. The catalyst class is: 644. (3) Reactant: [CH3:1][C:2]1[CH:7]=[CH:6][C:5]([CH3:8])=[CH:4][C:3]=1[S:9]([C:12]1[C:21]2[C:16](=[CH:17][CH:18]=[CH:19][CH:20]=2)[C:15](F)=[CH:14][CH:13]=1)(=[O:11])=[O:10].C(=O)([O-])[O-:24].[K+].[K+].[NH:29]1[CH2:34][CH2:33][NH:32][CH2:31][CH2:30]1. Product: [CH3:12][S:9]([OH:10])(=[O:11])=[O:24].[CH3:1][C:2]1[CH:7]=[CH:6][C:5]([CH3:8])=[CH:4][C:3]=1[S:9]([C:12]1[C:21]2[C:16](=[CH:17][CH:18]=[CH:19][CH:20]=2)[C:15]([N:29]2[CH2:34][CH2:33][NH:32][CH2:31][CH2:30]2)=[CH:14][CH:13]=1)(=[O:11])=[O:10]. The catalyst class is: 10. (4) Reactant: [Br:1][C:2]1[CH:3]=[C:4]2[C:12](=[C:13]([C:15](=[O:17])[NH2:16])[CH:14]=1)[NH:11][C:10]1[CH:9]=[CH:8][C:7]([C:18]([O:20]CC)=[O:19])=[CH:6][C:5]2=1.[OH-].[Na+]. The catalyst class is: 36. Product: [Br:1][C:2]1[CH:3]=[C:4]2[C:12](=[C:13]([C:15](=[O:17])[NH2:16])[CH:14]=1)[NH:11][C:10]1[CH:9]=[CH:8][C:7]([C:18]([OH:20])=[O:19])=[CH:6][C:5]2=1. (5) Reactant: CC1C=CC(S(O[C@H:12]([CH2:16][CH2:17][CH2:18][CH2:19][CH:20]=[CH2:21])[CH2:13][O:14][CH3:15])(=O)=O)=CC=1.[CH2:22]([O:24][C:25](=[O:41])[CH2:26][N:27]=[C:28]([C:35]1[CH:40]=[CH:39][CH:38]=[CH:37][CH:36]=1)[C:29]1[CH:34]=[CH:33][CH:32]=[CH:31][CH:30]=1)[CH3:23].CC([O-])(C)C.[K+]. Product: [C:29]1([C:28](=[N:27][CH:26]([C@H:12]([CH2:13][O:14][CH3:15])[CH2:16][CH2:17][CH2:18][CH2:19][CH:20]=[CH2:21])[C:25]([O:24][CH2:22][CH3:23])=[O:41])[C:35]2[CH:40]=[CH:39][CH:38]=[CH:37][CH:36]=2)[CH:30]=[CH:31][CH:32]=[CH:33][CH:34]=1. The catalyst class is: 11. (6) Reactant: [CH2:1]([O:3][C:4]1[CH:5]=[CH:6][C:7]([N+:16]([O-])=O)=[C:8]([CH2:10][C:11](OCC)=[O:12])[CH:9]=1)[CH3:2]. Product: [CH2:1]([O:3][C:4]1[CH:9]=[C:8]2[C:7](=[CH:6][CH:5]=1)[NH:16][C:11](=[O:12])[CH2:10]2)[CH3:2]. The catalyst class is: 409. (7) Reactant: [C:1]([C:5]1[CH2:9][CH:8]=[CH:7][CH:6]=1)([CH3:4])([CH3:3])[CH3:2].[C:10](O)(=O)[CH3:11]. Product: [C:1]([C:5]1[CH:9]=[C:8]2[C:7](=[C:10]([CH3:11])[CH2:2][C:1]2([CH3:4])[CH3:3])[CH:6]=1)([CH3:4])([CH3:3])[CH3:2]. The catalyst class is: 21.